From a dataset of Full USPTO retrosynthesis dataset with 1.9M reactions from patents (1976-2016). Predict the reactants needed to synthesize the given product. (1) Given the product [C:1]([O:5][C@@H:6]([C:12]1[C:13]([CH3:36])=[N:14][C:15]2[N:16]([N:19]=[C:20]([C:22](=[O:35])[NH:23][CH2:24][C:25](=[O:34])[CH2:26][C:27]3[CH:32]=[CH:31][C:30]([F:33])=[CH:29][CH:28]=3)[CH:21]=2)[C:17]=1[N:46]1[CH2:47][CH2:48][C:43]([OH:49])([C:37]2[CH:38]=[CH:39][CH:40]=[CH:41][CH:42]=2)[CH2:44][CH2:45]1)[C:7]([O:9][CH2:10][CH3:11])=[O:8])([CH3:4])([CH3:3])[CH3:2], predict the reactants needed to synthesize it. The reactants are: [C:1]([O:5][C@@H:6]([C:12]1[C:13]([CH3:36])=[N:14][C:15]2[N:16]([N:19]=[C:20]([C:22](=[O:35])[NH:23][CH2:24][C:25](=[O:34])[CH2:26][C:27]3[CH:32]=[CH:31][C:30]([F:33])=[CH:29][CH:28]=3)[CH:21]=2)[C:17]=1I)[C:7]([O:9][CH2:10][CH3:11])=[O:8])([CH3:4])([CH3:3])[CH3:2].[C:37]1([C:43]2([OH:49])[CH2:48][CH2:47][NH:46][CH2:45][CH2:44]2)[CH:42]=[CH:41][CH:40]=[CH:39][CH:38]=1.CCN(C(C)C)C(C)C. (2) Given the product [O:28]1[C:33]2[CH:34]=[CH:35][CH:36]=[C:37]([N:38]3[CH2:43][CH2:42][N:41]([CH2:44][CH:45]4[CH2:54][CH2:53][C:52]5[C:47](=[CH:48][CH:49]=[CH:50][CH:51]=5)[NH:46]4)[CH2:40][CH2:39]3)[C:32]=2[O:31][CH2:30][CH2:29]1, predict the reactants needed to synthesize it. The reactants are: C1(N2CCN(CC3CCC4C(=CC=CC=4)N3)CC2)C2C(=CC=CC=2)C=CN=1.[O:28]1[C:33]2[CH:34]=[CH:35][CH:36]=[C:37]([N:38]3[CH2:43][CH2:42][N:41]([CH2:44][C:45]4[CH:54]=[CH:53][C:52]5[C:47](=[CH:48][CH:49]=[CH:50][CH:51]=5)[N:46]=4)[CH2:40][CH2:39]3)[C:32]=2[O:31][CH2:30][CH2:29]1. (3) Given the product [Br:15][C:16]1[CH:17]=[CH:18][C:19]([Cl:24])=[C:20]([CH2:21][C:12]2[S:11][C:10]([C:6]3[CH:7]=[CH:8][CH:9]=[C:4]([O:3][CH2:1][CH3:2])[CH:5]=3)=[CH:14][CH:13]=2)[CH:23]=1, predict the reactants needed to synthesize it. The reactants are: [CH2:1]([O:3][C:4]1[CH:5]=[C:6]([C:10]2[S:11][CH:12]=[CH:13][CH:14]=2)[CH:7]=[CH:8][CH:9]=1)[CH3:2].[Br:15][C:16]1[CH:17]=[CH:18][C:19]([Cl:24])=[C:20]([CH:23]=1)[CH:21]=O.